Predict the product of the given reaction. From a dataset of Forward reaction prediction with 1.9M reactions from USPTO patents (1976-2016). Given the reactants [CH:1]([C:3]1[CH:4]=[C:5]([CH:10]=[CH:11][C:12]=1OS(C(F)(F)F)(=O)=O)[C:6]([O:8][CH3:9])=[O:7])=[O:2].[F:21][C:22]1[CH:27]=[CH:26][C:25]([O:28][CH3:29])=[CH:24][C:23]=1B(O)O.C([O-])([O-])=O.[Cs+].[Cs+].N#N, predict the reaction product. The product is: [F:21][C:22]1[CH:27]=[CH:26][C:25]([O:28][CH3:29])=[CH:24][C:23]=1[C:12]1[CH:11]=[CH:10][C:5]([C:6]([O:8][CH3:9])=[O:7])=[CH:4][C:3]=1[CH:1]=[O:2].